This data is from NCI-60 drug combinations with 297,098 pairs across 59 cell lines. The task is: Regression. Given two drug SMILES strings and cell line genomic features, predict the synergy score measuring deviation from expected non-interaction effect. Drug 1: C1=CC(=CC=C1CCC2=CNC3=C2C(=O)NC(=N3)N)C(=O)NC(CCC(=O)O)C(=O)O. Drug 2: C(CCl)NC(=O)N(CCCl)N=O. Cell line: LOX IMVI. Synergy scores: CSS=42.8, Synergy_ZIP=-0.884, Synergy_Bliss=-4.15, Synergy_Loewe=-5.39, Synergy_HSA=-2.60.